This data is from Full USPTO retrosynthesis dataset with 1.9M reactions from patents (1976-2016). The task is: Predict the reactants needed to synthesize the given product. (1) Given the product [O:8]1[C:12]2[CH:13]=[CH:14][CH:15]=[CH:16][C:11]=2[CH:10]=[C:9]1[C:17]([NH:19][C:20]1[S:21][CH:22]=[C:23]([C:32]2[N:36]([CH3:37])[N:35]=[C:34]([C:38]([F:39])([F:40])[F:41])[CH:33]=2)[C:24]=1[C:25]([OH:27])=[O:26])=[O:18], predict the reactants needed to synthesize it. The reactants are: FC(F)(F)C(O)=O.[O:8]1[C:12]2[CH:13]=[CH:14][CH:15]=[CH:16][C:11]=2[CH:10]=[C:9]1[C:17]([NH:19][C:20]1[S:21][CH:22]=[C:23]([C:32]2[N:36]([CH3:37])[N:35]=[C:34]([C:38]([F:41])([F:40])[F:39])[CH:33]=2)[C:24]=1[C:25]([O:27]C(C)(C)C)=[O:26])=[O:18]. (2) Given the product [N:1]1([CH2:6][CH:7]=[CH:8][C:9]2[CH:10]=[CH:11][CH:12]=[CH:13][CH:14]=2)[CH2:5][CH2:4][CH2:3][CH2:2]1.[CH2:15]=[CH:17][C:18]1[CH:23]=[CH:22][CH:21]=[CH:20][CH:19]=1.[CH2:25]=[CH:26][CH:27]=[CH2:28].[N:47]1([CH2:52][CH:53]=[CH:54][C:55]2[CH:56]=[CH:57][CH:60]=[CH:59][CH:58]=2)[CH2:48][CH2:49][CH2:50][CH2:51]1, predict the reactants needed to synthesize it. The reactants are: [N:1]1([CH2:6][CH:7]=[CH:8][C:9]2[CH:14]=[CH:13][CH:12]=[CH:11][CH:10]=2)[CH2:5][CH2:4][CH2:3][CH2:2]1.[CH:15]([CH:17](Cl)[C:18]1[CH:23]=[CH:22][CH:21]=[CH:20][CH:19]=1)=C.[CH2:25]=[CH:26][C:27]1C=CC=C[CH:28]=1.N1(CC2C=CC(C=C)=CC=2)CCCC1.[N:47]1([CH2:52][C:53]2[CH:54]=[C:55]([CH:58]=[CH:59][CH:60]=2)[CH:56]=[CH2:57])[CH2:51][CH2:50][CH2:49][CH2:48]1.CN(CCN(C)C)C.[Li]CCCC. (3) Given the product [F:38][C:8]([F:7])([F:37])[C:9]([N:11]=[S:12]([CH2:14][C:15]1[CH:20]=[CH:19][N:18]=[C:17]([NH:21][C:22]2[CH:27]=[C:26]([C:28]3[CH:33]=[CH:32][C:31]([F:34])=[CH:30][C:29]=3[O:35][CH3:36])[N:25]=[CH:24][N:23]=2)[CH:16]=1)([CH3:13])=[O:2])=[O:10], predict the reactants needed to synthesize it. The reactants are: [Mn]([O-])(=O)(=O)=[O:2].[K+].[F:7][C:8]([F:38])([F:37])[C:9]([N:11]=[S:12]([CH2:14][C:15]1[CH:20]=[CH:19][N:18]=[C:17]([NH:21][C:22]2[CH:27]=[C:26]([C:28]3[CH:33]=[CH:32][C:31]([F:34])=[CH:30][C:29]=3[O:35][CH3:36])[N:25]=[CH:24][N:23]=2)[CH:16]=1)[CH3:13])=[O:10]. (4) The reactants are: [C:1]([N:8]1[CH2:13][CH2:12][O:11][CH2:10][C@@H:9]1[C:14]([OH:16])=O)(OC(C)(C)C)=O.[CH3:17][NH:18][CH:19]1[CH2:24][CH2:23][CH2:22][CH2:21][CH2:20]1.CN(C(ON1N=NC2C=CC=NC1=2)=[N+](C)C)C.F[P-](F)(F)(F)(F)F.CN(C)C.[CH:53]1(C=O)[CH2:58][CH2:57][CH2:56][CH2:55][CH2:54]1. Given the product [CH:19]1([N:18]([CH3:17])[C:14]([C@H:9]2[CH2:10][O:11][CH2:12][CH2:13][N:8]2[CH2:1][CH:53]2[CH2:58][CH2:57][CH2:56][CH2:55][CH2:54]2)=[O:16])[CH2:24][CH2:23][CH2:22][CH2:21][CH2:20]1, predict the reactants needed to synthesize it. (5) Given the product [CH3:51][O:50][C:48]1[CH:49]=[C:44]([CH2:43][CH2:42][C:32]2[NH:33][N:34]=[C:30]([NH:29][C:23](=[O:25])[C:22]3[CH:21]=[CH:20][C:19]([CH2:18][N:15]4[CH2:14][CH2:13][N:12]([CH3:11])[CH2:17][CH2:16]4)=[CH:28][CH:27]=3)[CH:31]=2)[CH:45]=[C:46]([O:52][CH3:53])[CH:47]=1, predict the reactants needed to synthesize it. The reactants are: C[Si]([N-][Si](C)(C)C)(C)C.[Na+].[CH3:11][N:12]1[CH2:17][CH2:16][N:15]([CH2:18][C:19]2[CH:28]=[CH:27][C:22]([C:23]([O:25]C)=O)=[CH:21][CH:20]=2)[CH2:14][CH2:13]1.[NH2:29][C:30]1[N:34](C(OC(C)(C)C)=O)[N:33]=[C:32]([CH2:42][CH2:43][C:44]2[CH:49]=[C:48]([O:50][CH3:51])[CH:47]=[C:46]([O:52][CH3:53])[CH:45]=2)[CH:31]=1.[NH4+].[Cl-]. (6) Given the product [ClH:1].[Cl:1][C:2]1[CH:7]=[CH:6][C:5]([C@H:8]2[CH2:14][C@H:13]3[N:15]([CH3:16])[C@H:10]([CH2:11][CH2:12]3)[C@H:9]2[C:17]2[O:18][C:19]([C:22]3[CH:27]=[CH:26][CH:25]=[CH:24][CH:23]=3)=[N:20][N:21]=2)=[CH:4][CH:3]=1, predict the reactants needed to synthesize it. The reactants are: [Cl:1][C:2]1[CH:7]=[CH:6][C:5]([C@H:8]2[CH2:14][C@H:13]3[N:15]([CH3:16])[C@H:10]([CH2:11][CH2:12]3)[C@H:9]2[C:17]2[O:18][C:19]([C:22]3[CH:27]=[CH:26][CH:25]=[CH:24][CH:23]=3)=[N:20][N:21]=2)=[CH:4][CH:3]=1. (7) Given the product [C:21]1([S:18]([CH:12]([CH2:13][CH2:14][CH:15]([CH3:17])[CH3:16])[CH2:11][CH:10]([OH:27])[CH:2]([NH:1][C:38]([C:29]2[CH:30]=[N:31][C:32]3[C:37](=[CH:36][CH:35]=[CH:34][CH:33]=3)[N:28]=2)=[O:39])[CH2:3][C:4]2[CH:5]=[CH:6][CH:7]=[CH:8][CH:9]=2)(=[O:20])=[O:19])[CH:22]=[CH:23][CH:24]=[CH:25][CH:26]=1, predict the reactants needed to synthesize it. The reactants are: [NH2:1][CH:2]([CH:10]([OH:27])[CH2:11][CH:12]([S:18]([C:21]1[CH:26]=[CH:25][CH:24]=[CH:23][CH:22]=1)(=[O:20])=[O:19])[CH2:13][CH2:14][CH:15]([CH3:17])[CH3:16])[CH2:3][C:4]1[CH:9]=[CH:8][CH:7]=[CH:6][CH:5]=1.[N:28]1[C:37]2[C:32](=[CH:33][CH:34]=[CH:35][CH:36]=2)[N:31]=[CH:30][C:29]=1[C:38](O)=[O:39].CN1CCOCC1.